This data is from NCI-60 drug combinations with 297,098 pairs across 59 cell lines. The task is: Regression. Given two drug SMILES strings and cell line genomic features, predict the synergy score measuring deviation from expected non-interaction effect. Drug 1: CCC1(CC2CC(C3=C(CCN(C2)C1)C4=CC=CC=C4N3)(C5=C(C=C6C(=C5)C78CCN9C7C(C=CC9)(C(C(C8N6C=O)(C(=O)OC)O)OC(=O)C)CC)OC)C(=O)OC)O.OS(=O)(=O)O. Drug 2: C1=CC=C(C(=C1)C(C2=CC=C(C=C2)Cl)C(Cl)Cl)Cl. Cell line: NCI-H460. Synergy scores: CSS=4.48, Synergy_ZIP=-3.81, Synergy_Bliss=-4.51, Synergy_Loewe=-21.2, Synergy_HSA=-5.53.